From a dataset of Reaction yield outcomes from USPTO patents with 853,638 reactions. Predict the reaction yield, written as a fraction of the theoretical maximum amount of product (1.0 means a 100% yield; for example, 0.34 means a 34% yield). (1) The reactants are O1CCCCC1[N:7]1[C:15]2[C:10](=[CH:11][C:12]([C:16]3[N:20]=[CH:19][N:18](C(C4C=CC=CC=4)(C4C=CC=CC=4)C4C=CC=CC=4)[N:17]=3)=[CH:13][CH:14]=2)[C:9]([C:40]2[CH:41]=[C:42]([CH:47]=[CH:48][CH:49]=2)[C:43](OC)=[O:44])=[N:8]1.O.[OH-].[Li+].[NH2:53][C@@H:54]1[C:62]2[C:57](=[CH:58][CH:59]=[CH:60][CH:61]=2)[CH2:56][CH2:55]1.O.ON1C2C=CC=CC=2N=N1.Cl.CN(C)CCCN=C=NCC. The catalyst is O1CCCC1.O1CCCC1.O. The product is [NH:17]1[C:16]([C:12]2[CH:11]=[C:10]3[C:15](=[CH:14][CH:13]=2)[NH:7][N:8]=[C:9]3[C:40]2[CH:41]=[C:42]([C:43]([NH:53][C@@H:54]3[C:62]4[C:57](=[CH:58][CH:59]=[CH:60][CH:61]=4)[CH2:56][CH2:55]3)=[O:44])[CH:47]=[CH:48][CH:49]=2)=[N:20][CH:19]=[N:18]1. The yield is 0.600. (2) The reactants are Br[Zn][CH2:3][C:4]([O:6][CH2:7][CH3:8])=[O:5].[Cl:9][C:10]1[C:11](=[O:18])[CH:12]=[C:13]([Cl:17])[C:14](=[O:16])[CH:15]=1.Cl.C(OCC)(=O)C. The catalyst is C1COCC1. The product is [Cl:9][C:10]1[C:11]([CH2:3][C:4]([O:6][CH2:7][CH3:8])=[O:5])([OH:18])[CH:12]=[C:13]([Cl:17])[C:14](=[O:16])[CH:15]=1. The yield is 0.920. (3) The reactants are [CH2:1]([N:3]([CH2:34][CH3:35])[CH2:4][CH2:5][O:6][C:7]1[CH:12]=[CH:11][C:10]([NH:13][S:14]([C:17]2[CH:22]=[CH:21][C:20]([CH:23]=[N:24][CH2:25][CH2:26][CH2:27][N:28]3[CH2:33][CH2:32][O:31][CH2:30][CH2:29]3)=[CH:19][CH:18]=2)(=[O:16])=[O:15])=[CH:9][CH:8]=1)[CH3:2].[BH4-].[Na+]. The catalyst is CO. The product is [CH2:34]([N:3]([CH2:1][CH3:2])[CH2:4][CH2:5][O:6][C:7]1[CH:8]=[CH:9][C:10]([NH:13][S:14]([C:17]2[CH:22]=[CH:21][C:20]([CH2:23][NH:24][CH2:25][CH2:26][CH2:27][N:28]3[CH2:29][CH2:30][O:31][CH2:32][CH2:33]3)=[CH:19][CH:18]=2)(=[O:15])=[O:16])=[CH:11][CH:12]=1)[CH3:35]. The yield is 0.860.